This data is from Full USPTO retrosynthesis dataset with 1.9M reactions from patents (1976-2016). The task is: Predict the reactants needed to synthesize the given product. (1) Given the product [N:1]([C@@H:4]([C@@H:36]([C:43]1[CH:44]=[CH:45][C:46]([F:49])=[CH:47][CH:48]=1)[CH:37]1[CH2:38][CH2:39][O:40][CH2:41][CH2:42]1)[C:5]([NH:7][C:8]1[CH:13]=[CH:12][CH:11]=[C:10]([F:14])[C:9]=1[CH2:15][CH2:16][C@H:17]([NH:26][S:27]([C:30]1[CH:31]=[CH:32][CH:33]=[CH:34][CH:35]=1)(=[O:29])=[O:28])[CH2:18][N:19]([CH2:20][C:21]1([CH2:24][OH:25])[CH2:22][CH2:23]1)[C:50](=[O:51])[O:52][C:53]([CH3:56])([CH3:55])[CH3:54])=[O:6])=[N+:2]=[N-:3], predict the reactants needed to synthesize it. The reactants are: [N:1]([C@@H:4]([C@@H:36]([C:43]1[CH:48]=[CH:47][C:46]([F:49])=[CH:45][CH:44]=1)[CH:37]1[CH2:42][CH2:41][O:40][CH2:39][CH2:38]1)[C:5]([NH:7][C:8]1[CH:13]=[CH:12][CH:11]=[C:10]([F:14])[C:9]=1[CH2:15][CH2:16][C@H:17]([NH:26][S:27]([C:30]1[CH:35]=[CH:34][CH:33]=[CH:32][CH:31]=1)(=[O:29])=[O:28])[CH2:18][NH:19][CH2:20][C:21]1([CH2:24][OH:25])[CH2:23][CH2:22]1)=[O:6])=[N+:2]=[N-:3].[C:50](O[C:50]([O:52][C:53]([CH3:56])([CH3:55])[CH3:54])=[O:51])([O:52][C:53]([CH3:56])([CH3:55])[CH3:54])=[O:51].C(N(CC)CC)C. (2) Given the product [Cl:1][C:2]1[CH:3]=[C:4]([CH:7]=[CH:8][C:9]=1[O:17][C:11]1[CH:16]=[CH:15][CH:14]=[CH:13][CH:12]=1)[C:5]([OH:19])=[O:6], predict the reactants needed to synthesize it. The reactants are: [Cl:1][C:2]1[CH:3]=[C:4]([CH:7]=[CH:8][C:9]=1F)[CH:5]=[O:6].[C:11]1([OH:17])[CH:16]=[CH:15][CH:14]=[CH:13][CH:12]=1.C(=O)([O-])[O-:19].[K+].[K+].CC(=CC)C.P([O-])(O)(O)=O.[K+].Cl[O-].[Na+].